This data is from NCI-60 drug combinations with 297,098 pairs across 59 cell lines. The task is: Regression. Given two drug SMILES strings and cell line genomic features, predict the synergy score measuring deviation from expected non-interaction effect. (1) Drug 1: C(CC(=O)O)C(=O)CN.Cl. Drug 2: C1CN(P(=O)(OC1)NCCCl)CCCl. Cell line: UACC62. Synergy scores: CSS=6.45, Synergy_ZIP=-0.905, Synergy_Bliss=0.995, Synergy_Loewe=3.05, Synergy_HSA=1.96. (2) Synergy scores: CSS=29.3, Synergy_ZIP=-8.03, Synergy_Bliss=-2.24, Synergy_Loewe=-13.6, Synergy_HSA=-0.219. Cell line: NCIH23. Drug 2: C1C(C(OC1N2C=C(C(=O)NC2=O)F)CO)O. Drug 1: C1CC(=O)NC(=O)C1N2CC3=C(C2=O)C=CC=C3N. (3) Drug 1: COC1=CC(=CC(=C1O)OC)C2C3C(COC3=O)C(C4=CC5=C(C=C24)OCO5)OC6C(C(C7C(O6)COC(O7)C8=CC=CS8)O)O. Drug 2: CN1C(=O)N2C=NC(=C2N=N1)C(=O)N. Cell line: SNB-75. Synergy scores: CSS=24.9, Synergy_ZIP=-3.57, Synergy_Bliss=2.81, Synergy_Loewe=-24.5, Synergy_HSA=0.964. (4) Drug 1: C1=CN(C(=O)N=C1N)C2C(C(C(O2)CO)O)O.Cl. Drug 2: CN(C(=O)NC(C=O)C(C(C(CO)O)O)O)N=O. Cell line: K-562. Synergy scores: CSS=40.2, Synergy_ZIP=-6.40, Synergy_Bliss=-9.28, Synergy_Loewe=-4.86, Synergy_HSA=-4.01. (5) Drug 1: CC1C(C(=O)NC(C(=O)N2CCCC2C(=O)N(CC(=O)N(C(C(=O)O1)C(C)C)C)C)C(C)C)NC(=O)C3=C4C(=C(C=C3)C)OC5=C(C(=O)C(=C(C5=N4)C(=O)NC6C(OC(=O)C(N(C(=O)CN(C(=O)C7CCCN7C(=O)C(NC6=O)C(C)C)C)C)C(C)C)C)N)C. Drug 2: CCC1(CC2CC(C3=C(CCN(C2)C1)C4=CC=CC=C4N3)(C5=C(C=C6C(=C5)C78CCN9C7C(C=CC9)(C(C(C8N6C=O)(C(=O)OC)O)OC(=O)C)CC)OC)C(=O)OC)O.OS(=O)(=O)O. Cell line: PC-3. Synergy scores: CSS=7.32, Synergy_ZIP=-12.4, Synergy_Bliss=-7.90, Synergy_Loewe=-12.5, Synergy_HSA=-8.35. (6) Drug 1: CC1=C(C=C(C=C1)NC(=O)C2=CC=C(C=C2)CN3CCN(CC3)C)NC4=NC=CC(=N4)C5=CN=CC=C5. Drug 2: CC1C(C(CC(O1)OC2CC(CC3=C2C(=C4C(=C3O)C(=O)C5=C(C4=O)C(=CC=C5)OC)O)(C(=O)CO)O)N)O.Cl. Cell line: UACC62. Synergy scores: CSS=34.7, Synergy_ZIP=-1.99, Synergy_Bliss=-0.836, Synergy_Loewe=-29.9, Synergy_HSA=-0.879. (7) Cell line: NCI-H460. Drug 2: CN(C)C1=NC(=NC(=N1)N(C)C)N(C)C. Synergy scores: CSS=44.4, Synergy_ZIP=7.19, Synergy_Bliss=8.55, Synergy_Loewe=-7.56, Synergy_HSA=7.12. Drug 1: CC(CN1CC(=O)NC(=O)C1)N2CC(=O)NC(=O)C2.